Token-level Classification. Given an antibody amino acid sequence, predict which amino acid positions are active in antigen binding. Output is a list of indices for active paratope positions. From a dataset of Antibody paratope prediction from SAbDab with 1,023 antibody chains. (1) Given the antibody sequence: QVQLAQSGPELVRPGVSVKISCKGSGYTFTTYAMHWVKQSHAKSLEWIGLISTYSGYTNYNQKFKGKATMTVDKSSSTAYMELARLTSEDSAIYYCARVMGEQYFDVWGAGTTVIVSS, which amino acid positions are active in antigen binding (paratope)? The paratope positions are: [52, 83, 84, 85, 104]. (2) The paratope positions are: [52, 83, 84, 85, 104]. Given the antibody sequence: EVKLQESGGDLVQPGGSLKLSCAASGFTFSSYTMSWVRQTPEKRLEWVASINNGGGRTYYPDTVKGRFTISRDNAKNTLYLQMSSLKSEDTAMYYCVRHEYYYAMDYWGQGTTVTVSS, which amino acid positions are active in antigen binding (paratope)? (3) Given the antibody sequence: EVKLVESGGGLVQPGGSRKLSCAASGFTFSDYGMAWVRQAPGKGPEWVAFISNLAYSIYYADTVTGRFTISRENAKNTLYLEMSSLRSEDTAMYYCARYDYDNILDYVMDYWGQGTSVTVSS, which amino acid positions are active in antigen binding (paratope)? The paratope positions are: [52, 83, 84, 85, 104, 105, 106, 107, 108]. (4) Given the antibody sequence: VKLQESGGEVVRPGTSVKVSCKASGYAFTNYLIEWVKQRPGQGLEWIGVINPGSGDTNYNEKFKGKATLTADKSSSTAYMQLNSLTSDDSAVYFCARSGAAAPTYYAMDYWGQGVSVTVSS, which amino acid positions are active in antigen binding (paratope)? The paratope positions are: [51, 82, 83, 84, 103, 104, 105, 106, 107]. (5) The paratope positions are: [52, 83, 84, 85, 104, 105, 106]. Given the antibody sequence: QVQLQQSGGGLVQPGGSLKLSCAASGIDFSRYWMSWVRRAPGKGLEWIGEINPDSSTINYAPSLKDKFIISRDNAKNTLYLQMSKVRSEDTALYYCASLYYDYGDAMDYWGQGTSVTVSS, which amino acid positions are active in antigen binding (paratope)? (6) Given the antibody sequence: EVNLIESGGDLVKPGGSLKLSCATSGFTFSAYGLSWVRQTPERRLEWVASISGGGSVYYPDSVKGRFTISRDTAGDILFLQMNSLRSEDSAIYYCVRDLYGDYVGRYAYWGQGTLVIVS, which amino acid positions are active in antigen binding (paratope)? The paratope positions are: [52, 82, 83, 84, 103, 104, 105, 106]. (7) Given the antibody sequence: QVQLQESGGGLVQPGGSLRLSCAASGFTFKYDYMYWVRQAPGKGLEWVATISDGGSYTYYSDSVEGRFTTSRDNSKNTLYLQMNSLRAEDTAIYYCSRYRYDDAMDYWGQGTLVTVSS, which amino acid positions are active in antigen binding (paratope)? The paratope positions are: [52, 83, 84, 85, 104]. (8) Given the antibody sequence: EVQLVETGGGVVQPGRSLRLSCTASGFTFRDYWMSWVRQAPGKGLEWVADINPDGITRYYIDAVKGRFTISRDNAKSSLYLQMNSLGAEDTAVYYCAREFHSGLGWHFDLWGRGTLVTVSS, which amino acid positions are active in antigen binding (paratope)? The paratope positions are: [52, 83, 84, 85, 104, 105, 106, 107]. (9) Given the antibody sequence: DVLMTQTPLSLPVSLGDQASISCRSSQSIVHGNGNTYLEWYLQKPGQSPKLLIYKISNRFSGVPDRFSGSGSGTDFTLKISRVEAEDLGVYYCFQGSHVPYTFGGGTKLEIK, which amino acid positions are active in antigen binding (paratope)? The paratope positions are: [30, 31, 32, 33, 34]. (10) The paratope positions are: [30, 31, 32, 33]. Given the antibody sequence: DIVMTQSPDSLAVSLGERATINCKSSQSVTFNYKNYLAWYQQKPGQPPKLLIYWASTRESGVPDRFSGSGSGTDFTLTISSLQAEDVAVYYCQQHYRTPPTFGQGTKVEIK, which amino acid positions are active in antigen binding (paratope)?